Dataset: Full USPTO retrosynthesis dataset with 1.9M reactions from patents (1976-2016). Task: Predict the reactants needed to synthesize the given product. (1) Given the product [Cl:1][C:2]1[N:7]=[C:6]([O:8][C:9]2[CH:10]=[C:11]([CH2:12][OH:13])[CH:17]=[C:18]([CH3:20])[CH:19]=2)[C:5]([CH:21]([CH3:22])[CH3:23])=[C:4]([Cl:24])[N:3]=1, predict the reactants needed to synthesize it. The reactants are: [Cl:1][C:2]1[N:7]=[C:6]([O:8][C:9]2[CH:10]=[C:11]([CH:17]=[C:18]([CH3:20])[CH:19]=2)[CH2:12][O:13]C(=O)C)[C:5]([CH:21]([CH3:23])[CH3:22])=[C:4]([Cl:24])[N:3]=1.[OH-].[Li+]. (2) Given the product [O:11]1[C:3]2[CH:2]=[CH:1][C:6]([CH2:7][OH:8])=[CH:5][C:4]=2[O:9][CH2:10]1.[Br:15][CH2:7][C:6]1[CH:1]=[CH:2][C:3]2[O:11][CH2:10][O:9][C:4]=2[CH:5]=1, predict the reactants needed to synthesize it. The reactants are: [CH:1]1[C:6]([CH:7]=[O:8])=[CH:5][C:4]2[O:9][CH2:10][O:11][C:3]=2[CH:2]=1.[BH4-].[Na+].P(Br)(Br)[Br:15]. (3) Given the product [N:21]1([C:2]2[N:7]=[C:6]([C:8]3[CH:20]=[CH:19][C:11]4[N:12]=[C:13]([NH:15][C:16](=[O:18])[CH3:17])[S:14][C:10]=4[CH:9]=3)[CH:5]=[CH:4][N:3]=2)[CH2:26][CH2:25][CH2:24][CH2:23][CH2:22]1, predict the reactants needed to synthesize it. The reactants are: Cl[C:2]1[N:7]=[C:6]([C:8]2[CH:20]=[CH:19][C:11]3[N:12]=[C:13]([NH:15][C:16](=[O:18])[CH3:17])[S:14][C:10]=3[CH:9]=2)[CH:5]=[CH:4][N:3]=1.[N:21]1(N)[CH2:26][CH2:25][CH2:24][CH2:23][CH2:22]1. (4) The reactants are: [CH2:1]([OH:4])[C:2]#[CH:3].[CH:5]([C:9]1[CH:14]=[CH:13][C:12]([N:15]2C(=O)C3[C:18](=[CH:19][CH:20]=[CH:21]C=3)[N:17]=[C:16]2[C:26]2[CH:31]=[CH:30][C:29]([NH:32][C:33](=O)[C:34](F)(F)F)=[C:28](I)[CH:27]=2)=[CH:11][CH:10]=1)([CH2:7][CH3:8])[CH3:6].CN([CH:43]=[O:44])C. Given the product [CH:5]([C:9]1[CH:10]=[CH:11][C:12]([N:15]2[C:1](=[O:4])[C:2]3[C:18](=[CH:19][CH:20]=[CH:21][CH:3]=3)[N:17]=[C:16]2[C:26]2[CH:27]=[C:28]3[C:29](=[CH:30][CH:31]=2)[NH:32][C:33]([CH2:43][OH:44])=[CH:34]3)=[CH:13][CH:14]=1)([CH2:7][CH3:8])[CH3:6], predict the reactants needed to synthesize it. (5) The reactants are: [CH3:1][O:2][C:3]1[CH:4]=[C:5]([CH2:13][CH2:14][C:15](Cl)=[O:16])[CH:6]=[CH:7][C:8]=1[O:9][CH2:10][C:11]#[CH:12].Cl.[Br:19][C:20]1[CH:27]=[CH:26][C:23]([CH2:24][NH2:25])=[CH:22][CH:21]=1.C(N(CC)CC)C.O1CCCC1. Given the product [Br:19][C:20]1[CH:27]=[CH:26][C:23]([CH2:24][NH:25][C:15](=[O:16])[CH2:14][CH2:13][C:5]2[CH:6]=[CH:7][C:8]([O:9][CH2:10][C:11]#[CH:12])=[C:3]([O:2][CH3:1])[CH:4]=2)=[CH:22][CH:21]=1, predict the reactants needed to synthesize it. (6) The reactants are: ClC1C=[CH:31][CH:30]=[C:29]([C:33]([F:36])([F:35])[F:34])[C:3]=1[C:4]([N:6]1[C:14]2[C:9](=[CH:10][CH:11]=[C:12]([C:15](O)=[O:16])[CH:13]=2)[C:8]([C:18]2[CH:23]=[CH:22][C:21]([C:24]([O:26][CH3:27])=[O:25])=[CH:20][C:19]=2[F:28])=[N:7]1)=[O:5].[C:37]([Cl:42])([C:39](Cl)=O)=O.Br[CH2:44][CH2:45][NH2:46].CCN(CC)CC. Given the product [Cl:42][C:37]1[CH:39]=[CH:31][CH:30]=[C:29]([C:33]([F:35])([F:34])[F:36])[C:3]=1[C:4]([N:6]1[C:14]2[C:9](=[CH:10][CH:11]=[C:12]([C:15]3[O:16][CH2:44][CH2:45][N:46]=3)[CH:13]=2)[C:8]([C:18]2[CH:23]=[CH:22][C:21]([C:24]([O:26][CH3:27])=[O:25])=[CH:20][C:19]=2[F:28])=[N:7]1)=[O:5], predict the reactants needed to synthesize it. (7) Given the product [ClH:19].[C:1]1([S:7]([C:10]2[CH:11]=[C:12]3[C:16](=[C:17]([Cl:19])[CH:18]=2)[N:15]([CH3:20])[C:14]2[CH2:21][CH:22]4[NH:26][CH:25]([C:13]3=2)[CH2:24][CH2:23]4)(=[O:9])=[O:8])[CH:2]=[CH:3][CH:4]=[CH:5][CH:6]=1, predict the reactants needed to synthesize it. The reactants are: [C:1]1([S:7]([C:10]2[CH:18]=[C:17]([Cl:19])[C:16]3[N:15]([CH3:20])[C:14]4[CH2:21][CH:22]5[NH:26][CH:25]([C:13]=4[C:12]=3[C:11]=2C(OC(C)(C)C)=O)[CH2:24][CH2:23]5)(=[O:9])=[O:8])[CH:6]=[CH:5][CH:4]=[CH:3][CH:2]=1.C(O)(C(F)(F)F)=O. (8) The reactants are: [O:1]1[CH2:6][CH2:5][CH:4]([C:7]2[C:8]([O:16][CH2:17][C:18]([F:21])([F:20])[F:19])=[N:9][CH:10]=[C:11]([CH:15]=2)[C:12]([OH:14])=O)[CH2:3][CH2:2]1.CN(C(ON1N=NC2C=CC=CC1=2)=[N+](C)C)C.[B-](F)(F)(F)F.C(N(CC)C(C)C)(C)C.[CH3:53][N:54]([C:56]1[CH:61]=[CH:60][CH:59]=[CH:58][CH:57]=1)[NH2:55]. Given the product [CH3:53][N:54]([C:56]1[CH:61]=[CH:60][CH:59]=[CH:58][CH:57]=1)[NH:55][C:12](=[O:14])[C:11]1[CH:15]=[C:7]([CH:4]2[CH2:3][CH2:2][O:1][CH2:6][CH2:5]2)[C:8]([O:16][CH2:17][C:18]([F:21])([F:20])[F:19])=[N:9][CH:10]=1, predict the reactants needed to synthesize it. (9) Given the product [Br:1][C:2]1[S:6][C:5]([CH:7]([C:13]2[CH:14]=[CH:15][C:10]([F:9])=[CH:11][CH:12]=2)[OH:8])=[CH:4][CH:3]=1, predict the reactants needed to synthesize it. The reactants are: [Br:1][C:2]1[S:6][C:5]([CH:7]=[O:8])=[CH:4][CH:3]=1.[F:9][C:10]1[CH:15]=[CH:14][C:13]([Mg]Br)=[CH:12][CH:11]=1.[NH4+].[Cl-]. (10) Given the product [N:31]1([CH2:29][N:21]2[C:22]3[C:27](=[CH:26][CH:25]=[CH:24][CH:23]=3)[C:19](=[C:15]3[C:16]4[C:12](=[CH:11][C:10]([CH2:9][CH2:8][CH2:7][N:1]5[CH2:6][CH2:5][O:4][CH2:3][CH2:2]5)=[CH:18][CH:17]=4)[CH2:13][O:14]3)[C:20]2=[O:28])[CH2:36][CH2:35][O:34][CH2:33][CH2:32]1, predict the reactants needed to synthesize it. The reactants are: [N:1]1([CH2:7][CH2:8][CH2:9][C:10]2[CH:11]=[C:12]3[C:16](=[CH:17][CH:18]=2)[C:15](=[C:19]2[C:27]4[C:22](=[CH:23][CH:24]=[CH:25][CH:26]=4)[NH:21][C:20]2=[O:28])[O:14][CH2:13]3)[CH2:6][CH2:5][O:4][CH2:3][CH2:2]1.[CH2:29]=O.[NH:31]1[CH2:36][CH2:35][O:34][CH2:33][CH2:32]1.